Dataset: Forward reaction prediction with 1.9M reactions from USPTO patents (1976-2016). Task: Predict the product of the given reaction. (1) Given the reactants [N+:1]([C:4]1[CH:9]=[CH:8][C:7]([C:10]2([CH2:14][OH:15])[CH2:13][CH2:12][CH2:11]2)=[CH:6][CH:5]=1)([O-])=O.[H-].[Na+].[CH3:18]I, predict the reaction product. The product is: [CH3:18][O:15][CH2:14][C:10]1([C:7]2[CH:8]=[CH:9][C:4]([NH2:1])=[CH:5][CH:6]=2)[CH2:13][CH2:12][CH2:11]1. (2) Given the reactants [Cl:1][C:2]1[CH:7]=[C:6]([F:8])[CH:5]=[CH:4][C:3]=1[OH:9].O[CH2:11][NH:12][C:13](=[O:16])[CH2:14][Cl:15].[OH-].[Na+], predict the reaction product. The product is: [Cl:1][C:2]1[C:3]([OH:9])=[C:4]([CH:5]=[C:6]([F:8])[CH:7]=1)[CH2:11][NH:12][C:13](=[O:16])[CH2:14][Cl:15].